Dataset: Catalyst prediction with 721,799 reactions and 888 catalyst types from USPTO. Task: Predict which catalyst facilitates the given reaction. (1) Reactant: [H-].[Na+].[I:3][C:4]1[CH:17]=[CH:16][C:7]([CH2:8][C:9]2[CH:14]=[CH:13][C:12]([OH:15])=[CH:11][CH:10]=2)=[CH:6][CH:5]=1.[C:18]([O:22][C:23]([N:25]1[CH2:29][CH2:28][CH2:27][C@@H:26]1[CH2:30]OS(C1C=CC(C)=CC=1)(=O)=O)=[O:24])([CH3:21])([CH3:20])[CH3:19]. Product: [C:18]([O:22][C:23]([N:25]1[CH2:29][CH2:28][CH2:27][C@@H:26]1[CH2:30][O:15][C:12]1[CH:13]=[CH:14][C:9]([CH2:8][C:7]2[CH:6]=[CH:5][C:4]([I:3])=[CH:17][CH:16]=2)=[CH:10][CH:11]=1)=[O:24])([CH3:21])([CH3:19])[CH3:20]. The catalyst class is: 3. (2) Reactant: [N:1]1([C:12]([O:14][C:15]([CH3:18])([CH3:17])[CH3:16])=[O:13])[CH2:6][CH2:5][CH2:4][CH:3]([C:7]([O:9][CH2:10][CH3:11])=[O:8])[CH2:2]1.[CH:19](NC(C)C)(C)C.[Li].CO[C:29]1[CH:36]=[CH:35][C:32]([CH2:33]Cl)=[CH:31][CH:30]=1. Product: [CH3:19][C:29]1[CH:36]=[CH:35][C:32]([CH2:33][C:3]2([C:7]([O:9][CH2:10][CH3:11])=[O:8])[CH2:4][CH2:5][CH2:6][N:1]([C:12]([O:14][C:15]([CH3:17])([CH3:16])[CH3:18])=[O:13])[CH2:2]2)=[CH:31][CH:30]=1. The catalyst class is: 1. (3) Reactant: [N:1]([C@@H:4]1[C@:20]2([CH3:21])[CH:7]([CH:8]3[CH:17]([CH2:18][CH2:19]2)[C@:16]2([CH3:22])[C:11]([CH2:12][C@@H:13]([O:23][Si:24]([C:37]([CH3:40])([CH3:39])[CH3:38])([C:31]4[CH:36]=[CH:35][CH:34]=[CH:33][CH:32]=4)[C:25]4[CH:30]=[CH:29][CH:28]=[CH:27][CH:26]=4)[CH2:14][CH2:15]2)=[CH:10][CH2:9]3)[CH2:6][CH2:5]1)=[N+:2]=[N-:3].[C:41]1([C:47]#[CH:48])[CH:46]=[CH:45][CH:44]=[CH:43][CH:42]=1.O=C1O[C@H]([C@H](CO)O)C([O-])=C1O.[Na+]. Product: [Si:24]([O:23][C@@H:13]1[CH2:12][C:11]2[C@@:16]([CH3:22])([CH:17]3[CH:8]([CH2:9][CH:10]=2)[CH:7]2[C@@:20]([CH3:21])([C@@H:4]([N:1]4[CH:48]=[C:47]([C:41]5[CH:46]=[CH:45][CH:44]=[CH:43][CH:42]=5)[N:3]=[N:2]4)[CH2:5][CH2:6]2)[CH2:19][CH2:18]3)[CH2:15][CH2:14]1)([C:37]([CH3:40])([CH3:39])[CH3:38])([C:25]1[CH:26]=[CH:27][CH:28]=[CH:29][CH:30]=1)[C:31]1[CH:32]=[CH:33][CH:34]=[CH:35][CH:36]=1. The catalyst class is: 18. (4) Reactant: [C:1]([CH:9]1[CH2:13][CH2:12][N:11]([C:14]([O:16][C:17]([CH3:20])([CH3:19])[CH3:18])=[O:15])[CH2:10]1)(=[O:8])[C:2]1[CH:7]=[CH:6][CH:5]=[CH:4][CH:3]=1.[CH3:21][O:22][CH2:23][CH2:24][CH2:25][CH2:26][Mg]Cl.[NH4+].[Cl-]. Product: [OH:8][C:1]([CH:9]1[CH2:13][CH2:12][N:11]([C:14]([O:16][C:17]([CH3:20])([CH3:19])[CH3:18])=[O:15])[CH2:10]1)([C:2]1[CH:3]=[CH:4][CH:5]=[CH:6][CH:7]=1)[CH2:26][CH2:25][CH2:24][CH2:23][O:22][CH3:21]. The catalyst class is: 1.